Dataset: Peptide-MHC class I binding affinity with 185,985 pairs from IEDB/IMGT. Task: Regression. Given a peptide amino acid sequence and an MHC pseudo amino acid sequence, predict their binding affinity value. This is MHC class I binding data. (1) The peptide sequence is MHEDIISLW. The MHC is HLA-A02:06 with pseudo-sequence HLA-A02:06. The binding affinity (normalized) is 0. (2) The peptide sequence is RRRGACVVY. The MHC is HLA-B51:01 with pseudo-sequence HLA-B51:01. The binding affinity (normalized) is 0.213. (3) The peptide sequence is RLLRMNNEN. The MHC is HLA-A11:01 with pseudo-sequence HLA-A11:01. The binding affinity (normalized) is 0.0847. (4) The MHC is HLA-A33:01 with pseudo-sequence HLA-A33:01. The binding affinity (normalized) is 0.642. The peptide sequence is ILAEYIRHR.